This data is from Catalyst prediction with 721,799 reactions and 888 catalyst types from USPTO. The task is: Predict which catalyst facilitates the given reaction. (1) Reactant: C(OC([N:8]1[CH2:13][CH2:12][CH:11]([C:14]([O:16][CH2:17][C:18]2[CH:23]=[CH:22][CH:21]=[CH:20][CH:19]=2)=[O:15])[CH2:10][CH2:9]1)=O)(C)(C)C.FC(F)(F)C(O)=O. The catalyst class is: 4. Product: [NH:8]1[CH2:9][CH2:10][CH:11]([C:14]([O:16][CH2:17][C:18]2[CH:19]=[CH:20][CH:21]=[CH:22][CH:23]=2)=[O:15])[CH2:12][CH2:13]1. (2) Reactant: [CH2:1]1[CH2:35][O:34][C@:5]2([C@:22]3([CH3:23])[C@H:8]([C@H:9]4[C@H:19]([CH2:20][CH2:21]3)[C@:17]3([CH3:18])[C:12]([CH2:13][C@@H:14]([O:24][C:25](=[O:32])[C:26]5[CH:31]=[CH:30][CH:29]=[CH:28][CH:27]=5)[CH2:15][CH2:16]3)=[CH:11][C:10]4=[O:33])[CH2:7][CH2:6]2)[CH:3]([CH3:4])[O:2]1.N1C=CC=CC=1. Product: [CH2:1]1[CH2:35][O:34][C@:5]2([C@:22]3([CH3:23])[C@H:8]([C@H:9]4[C@H:19]([CH2:20][CH2:21]3)[C@:17]3([CH3:18])[C@H:12]([CH2:13][C@@H:14]([O:24][C:25](=[O:32])[C:26]5[CH:27]=[CH:28][CH:29]=[CH:30][CH:31]=5)[CH2:15][CH2:16]3)[CH2:11][C:10]4=[O:33])[CH2:7][CH2:6]2)[CH:3]([CH3:4])[O:2]1. The catalyst class is: 505. (3) Reactant: Cl[CH2:2][CH2:3][CH2:4][O:5][C:6]1[CH:7]=[C:8]2[C:13](=[CH:14][CH:15]=1)[NH:12][C:11](=[O:16])[CH2:10][CH2:9]2.[NH:17]1[CH2:21][CH2:20][CH2:19][CH2:18]1. Product: [N:17]1([CH2:2][CH2:3][CH2:4][O:5][C:6]2[CH:7]=[C:8]3[C:13](=[CH:14][CH:15]=2)[NH:12][C:11](=[O:16])[CH2:10][CH2:9]3)[CH2:21][CH2:20][CH2:19][CH2:18]1. The catalyst class is: 378.